This data is from Full USPTO retrosynthesis dataset with 1.9M reactions from patents (1976-2016). The task is: Predict the reactants needed to synthesize the given product. (1) Given the product [NH2:15][CH2:16][C:17]1([CH2:23][N:24]2[C:32]3[C:27](=[CH:28][CH:29]=[C:30]([C:33]([O:35][CH2:36][CH3:37])=[O:34])[CH:31]=3)[CH:26]=[C:25]2[C:38]([O:40][CH2:41][CH3:42])=[O:39])[CH2:18][CH2:19][O:20][CH2:21][CH2:22]1, predict the reactants needed to synthesize it. The reactants are: C(O)(C(F)(F)F)=O.C(OC([NH:15][CH2:16][C:17]1([CH2:23][N:24]2[C:32]3[C:27](=[CH:28][CH:29]=[C:30]([C:33]([O:35][CH2:36][CH3:37])=[O:34])[CH:31]=3)[CH:26]=[C:25]2[C:38]([O:40][CH2:41][CH3:42])=[O:39])[CH2:22][CH2:21][O:20][CH2:19][CH2:18]1)=O)(C)(C)C. (2) Given the product [Br:37][C:5]1[CH:6]=[C:1]([S:7]([C:10]2[CH:11]=[CH:12][C:13]([C:26]([F:28])([F:29])[F:27])=[C:14]([S:16]([NH:19][CH:20]3[CH2:25][CH2:24][NH:23][CH2:22][CH2:21]3)(=[O:18])=[O:17])[CH:15]=2)(=[O:9])=[O:8])[CH:2]=[CH:3][CH:4]=1, predict the reactants needed to synthesize it. The reactants are: [C:1]1([S:7]([C:10]2[CH:11]=[CH:12][C:13]([C:26]([F:29])([F:28])[F:27])=[C:14]([S:16]([NH:19][CH:20]3[CH2:25][CH2:24][NH:23][CH2:22][CH2:21]3)(=[O:18])=[O:17])[CH:15]=2)(=[O:9])=[O:8])[CH:6]=[CH:5][CH:4]=[CH:3][CH:2]=1.C1C(=O)N([Br:37])C(=O)C1.[OH-].[Na+]. (3) Given the product [CH2:1]([CH:8]1[CH2:9][CH2:10][N:11]([C:14](=[O:18])[C:15]([NH:24][C:23]2[CH:25]=[CH:26][C:20]([CH3:19])=[CH:21][CH:22]=2)=[O:17])[CH2:12][CH2:13]1)[C:2]1[CH:3]=[CH:4][CH:5]=[CH:6][CH:7]=1, predict the reactants needed to synthesize it. The reactants are: [CH2:1]([CH:8]1[CH2:13][CH2:12][N:11]([C:14](=[O:18])[C:15]([OH:17])=O)[CH2:10][CH2:9]1)[C:2]1[CH:7]=[CH:6][CH:5]=[CH:4][CH:3]=1.[CH3:19][C:20]1[CH:26]=[CH:25][C:23]([NH2:24])=[CH:22][CH:21]=1.